Predict the product of the given reaction. From a dataset of Forward reaction prediction with 1.9M reactions from USPTO patents (1976-2016). The product is: [Cl:30][C:27]1[CH:28]=[CH:29][C:24]([N:21]2[CH2:20][CH2:19][N:18]([C:16](=[O:17])[CH2:15][N:11]3[C:10]4[CH:33]=[CH:34][C:7]([O:6][CH2:5][C:4]([OH:35])=[O:3])=[CH:8][C:9]=4[O:13][C:12]3=[O:14])[CH2:23][CH2:22]2)=[CH:25][C:26]=1[O:31][CH3:32]. Given the reactants C([O:3][C:4](=[O:35])[CH2:5][O:6][C:7]1[CH:34]=[CH:33][C:10]2[N:11]([CH2:15][C:16]([N:18]3[CH2:23][CH2:22][N:21]([C:24]4[CH:29]=[CH:28][C:27]([Cl:30])=[C:26]([O:31][CH3:32])[CH:25]=4)[CH2:20][CH2:19]3)=[O:17])[C:12](=[O:14])[O:13][C:9]=2[CH:8]=1)C.Cl, predict the reaction product.